This data is from Full USPTO retrosynthesis dataset with 1.9M reactions from patents (1976-2016). The task is: Predict the reactants needed to synthesize the given product. (1) Given the product [CH3:2][N:3]([CH2:5][CH2:6][CH2:7][C:8]1([C:19]2[CH:24]=[CH:23][C:22]([F:25])=[CH:21][CH:20]=2)[O:16][CH2:15][C:14]2[CH:13]=[C:12]([C:17]#[N:18])[CH:11]=[CH:10][C:9]1=2)[CH3:4].[BrH:1], predict the reactants needed to synthesize it. The reactants are: [BrH:1].[CH3:2][N:3]([CH2:5][CH2:6][CH2:7][C:8]1([C:19]2[CH:20]=[CH:21][C:22]([F:25])=[CH:23][CH:24]=2)[O:16][CH2:15][C:14]2[CH:13]=[C:12]([C:17]#[N:18])[CH:11]=[CH:10][C:9]1=2)[CH3:4]. (2) Given the product [CH2:24]([C:5]1[CH:4]=[C:3]([O:2][CH3:1])[C:12]2[CH:11]3[CH2:13][CH2:14][CH:8]([CH2:9][CH2:10]3)[C:7]=2[C:6]=1[OH:15])[CH:23]=[CH2:22], predict the reactants needed to synthesize it. The reactants are: [CH3:1][O:2][C:3]1[C:12]2[CH:11]3[CH2:13][CH2:14][CH:8]([CH2:9][CH2:10]3)[C:7]=2[C:6]([OH:15])=[CH:5][CH:4]=1.C(=O)([O-])[O-].[K+].[K+].[CH2:22](Br)[CH:23]=[CH2:24].C(OC1C2CCCC=2C=CC=1CC=C)C1C=CC=CC=1.C(OC1C=CC(OC)=C2C=1C1CCC2CC1)C=C.C(OCC=C)C=C.C1(C)C=C(C)C=C(C)C=1. (3) Given the product [F:13][CH2:14][C:15]([CH2:53][F:54])([OH:52])[CH2:16][O:17][C@H:18]1[CH2:23][CH2:22][C@H:21]([N:24]2[C:29](=[O:30])[C:28]([CH2:31][C:32]3[CH:37]=[CH:36][C:35]([C:38]4[CH:43]=[CH:42][CH:41]=[CH:40][C:39]=4[C:44]4[NH:3][C:4](=[O:7])[O:5][N:45]=4)=[CH:34][CH:33]=3)=[C:27]([CH2:46][CH2:47][CH3:48])[N:26]3[N:49]=[CH:50][N:51]=[C:25]23)[CH2:20][CH2:19]1, predict the reactants needed to synthesize it. The reactants are: [Cl-].O[NH3+:3].[C:4](=[O:7])([O-])[OH:5].[Na+].CS(C)=O.[F:13][CH2:14][C:15]([CH2:53][F:54])([OH:52])[CH2:16][O:17][C@H:18]1[CH2:23][CH2:22][C@H:21]([N:24]2[C:29](=[O:30])[C:28]([CH2:31][C:32]3[CH:37]=[CH:36][C:35]([C:38]4[C:39]([C:44]#[N:45])=[CH:40][CH:41]=[CH:42][CH:43]=4)=[CH:34][CH:33]=3)=[C:27]([CH2:46][CH2:47][CH3:48])[N:26]3[N:49]=[CH:50][N:51]=[C:25]23)[CH2:20][CH2:19]1. (4) Given the product [N+:8]([C:5]1[CH:6]=[CH:7][C:2]([CH:11]=[CH2:12])=[N:3][CH:4]=1)([O-:10])=[O:9], predict the reactants needed to synthesize it. The reactants are: Cl[C:2]1[CH:7]=[CH:6][C:5]([N+:8]([O-:10])=[O:9])=[CH:4][N:3]=1.[CH2:11]([Sn](CCCC)(CCCC)C=C)[CH2:12]CC.O. (5) Given the product [CH2:21]([C@H:20]([NH:19][C:15](=[O:16])[C@H:13]([C:4]1[CH:5]=[CH:6][C:7]([NH:8][S:9]([CH3:12])(=[O:10])=[O:11])=[C:2]([F:1])[CH:3]=1)[CH3:14])[CH2:28][OH:29])[C:22]1[CH:27]=[CH:26][CH:25]=[CH:24][CH:23]=1, predict the reactants needed to synthesize it. The reactants are: [F:1][C:2]1[CH:3]=[C:4]([CH:13]([C:15](CC)=[O:16])[CH3:14])[CH:5]=[CH:6][C:7]=1[NH:8][S:9]([CH3:12])(=[O:11])=[O:10].[NH2:19][C@H:20]([CH2:28][OH:29])[CH2:21][C:22]1[CH:27]=[CH:26][CH:25]=[CH:24][CH:23]=1. (6) Given the product [Br:8][C:5]1[N:4]=[N:3][C:2](/[N:1]=[CH:11]/[N:12]([CH3:14])[CH3:13])=[CH:7][CH:6]=1, predict the reactants needed to synthesize it. The reactants are: [NH2:1][C:2]1[N:3]=[N:4][C:5]([Br:8])=[CH:6][CH:7]=1.CO[CH:11](OC)[N:12]([CH3:14])[CH3:13].